Dataset: Forward reaction prediction with 1.9M reactions from USPTO patents (1976-2016). Task: Predict the product of the given reaction. (1) Given the reactants [F:1][C:2]([F:25])([F:24])[C:3]1[CH:23]=[CH:22][CH:21]=[CH:20][C:4]=1[CH2:5][CH:6]1[CH2:11][CH:10]([C:12]([O:14]C)=[O:13])[CH2:9][CH2:8][N:7]1[C:16]([O:18][CH3:19])=[O:17].[Br-].[Li+].C(N(CC)CC)C.CC(OC)(C)C, predict the reaction product. The product is: [CH3:19][O:18][C:16]([N:7]1[CH2:8][CH2:9][CH:10]([C:12]([OH:14])=[O:13])[CH2:11][CH:6]1[CH2:5][C:4]1[CH:20]=[CH:21][CH:22]=[CH:23][C:3]=1[C:2]([F:25])([F:24])[F:1])=[O:17]. (2) Given the reactants C[Al](C)C.[F:5][C:6]([F:10])([F:9])[CH2:7][NH2:8].C[O:12][C:13](=O)[C:14]1[CH:19]=[CH:18][C:17]([O:20][CH2:21][C:22]2[C:23]([C:28]3[CH:33]=[CH:32][CH:31]=[CH:30][C:29]=3[F:34])=[N:24][O:25][C:26]=2[CH3:27])=[N:16][CH:15]=1.O, predict the reaction product. The product is: [F:34][C:29]1[CH:30]=[CH:31][CH:32]=[CH:33][C:28]=1[C:23]1[C:22]([CH2:21][O:20][C:17]2[CH:18]=[CH:19][C:14]([C:13]([NH:8][CH2:7][C:6]([F:10])([F:9])[F:5])=[O:12])=[CH:15][N:16]=2)=[C:26]([CH3:27])[O:25][N:24]=1. (3) Given the reactants O.[C:2]1([CH3:8])C=CC=CC=1.[CH3:9][C:10]1[CH:15]=[CH:14][C:13]([C:16]([CH3:18])=[O:17])=[CH:12][C:11]=1[N+:19]([O-])=O.C1(C)C=CC(S(O)(=O)=[O:29])=CC=1, predict the reaction product. The product is: [CH3:9][C:10]1[CH:15]=[CH:14][C:13]([C:16]2([CH3:18])[O:29][CH2:2][CH2:8][O:17]2)=[CH:12][C:11]=1[NH2:19].